Dataset: Full USPTO retrosynthesis dataset with 1.9M reactions from patents (1976-2016). Task: Predict the reactants needed to synthesize the given product. (1) The reactants are: [CH3:1][O:2][C:3]1[CH:4]=[CH:5][C:6]2[C:15]3[NH:14][CH2:13][CH2:12][CH2:11][C:10]=3[C:9](=[O:16])[NH:8][C:7]=2[CH:17]=1.O1CCOCC1.[ClH:24]. Given the product [ClH:24].[CH3:1][O:2][C:3]1[CH:4]=[CH:5][C:6]2[C:15]3[NH:14][CH2:13][CH2:12][CH2:11][C:10]=3[C:9](=[O:16])[NH:8][C:7]=2[CH:17]=1, predict the reactants needed to synthesize it. (2) Given the product [CH3:30][C:29]1[C:24]([C:22]([C:6]2[N:2]([CH3:1])[N:3]=[N:4][N:5]=2)=[O:23])=[N:25][CH:26]=[CH:27][CH:28]=1, predict the reactants needed to synthesize it. The reactants are: [CH3:1][N:2]1[CH:6]=[N:5][N:4]=[N:3]1.CN(CCN(C)C)C.[Li]CCCC.CN(OC)[C:22]([C:24]1[C:29]([CH3:30])=[CH:28][CH:27]=[CH:26][N:25]=1)=[O:23].C([O-])(O)=O.[Na+]. (3) Given the product [NH2:7][C:8]1[N:13]2[N:14]=[C:15]([C:17]3[O:18][CH:19]=[CH:20][CH:21]=3)[N:16]=[C:12]2[CH:11]=[C:10](/[CH:22]=[CH:23]/[CH2:24][OH:25])[N:9]=1, predict the reactants needed to synthesize it. The reactants are: COC1C=C(C=CC=1OC)C[NH:7][C:8]1[N:13]2[N:14]=[C:15]([C:17]3[O:18][CH:19]=[CH:20][CH:21]=3)[N:16]=[C:12]2[CH:11]=[C:10](/[CH:22]=[CH:23]/[CH2:24][OH:25])[N:9]=1.O.C(C1C(=O)C(Cl)=C(Cl)C(=O)C=1C#N)#N.C(=O)(O)[O-].[Na+]. (4) Given the product [CH3:13][CH:12]([CH2:11][C:6]1[C:5]2[C:9](=[CH:10][C:2]([F:1])=[CH:3][CH:4]=2)[NH:8][CH:7]=1)[NH2:14], predict the reactants needed to synthesize it. The reactants are: [F:1][C:2]1[CH:10]=[C:9]2[C:5]([C:6]([CH:11]=[C:12]([N+:14]([O-])=O)[CH3:13])=[CH:7][NH:8]2)=[CH:4][CH:3]=1.O. (5) Given the product [Br:34][C:35]1[CH:41]=[CH:40][C:38]([NH:39][C:15](=[O:17])[C:14]2[CH:18]=[C:19]([N+:24]([O-:26])=[O:25])[C:20]([NH:22][CH3:23])=[N:21][C:13]=2[O:12][CH2:11][CH:10]([F:9])[F:27])=[CH:37][CH:36]=1, predict the reactants needed to synthesize it. The reactants are: ClC(N(C)C)=C(C)C.[F:9][CH:10]([F:27])[CH2:11][O:12][C:13]1[N:21]=[C:20]([NH:22][CH3:23])[C:19]([N+:24]([O-:26])=[O:25])=[CH:18][C:14]=1[C:15]([OH:17])=O.N1C=CC=CC=1.[Br:34][C:35]1[CH:41]=[CH:40][C:38]([NH2:39])=[CH:37][CH:36]=1. (6) Given the product [C:1]([O:5][C:6](=[O:22])[NH:7][C:8]1[CH:13]=[C:12]([N:14]2[CH2:18][CH2:17][CH2:16][CH2:15]2)[C:11]([C:19]#[N:20])=[CH:10][C:9]=1[NH:21][C:28](=[O:27])[CH2:29][C:30]([C:32]1[CH:37]=[CH:36][CH:35]=[C:34]([C:38]2[O:42][N:41]=[C:40]([CH3:43])[CH:39]=2)[CH:33]=1)=[O:31])([CH3:4])([CH3:2])[CH3:3], predict the reactants needed to synthesize it. The reactants are: [C:1]([O:5][C:6](=[O:22])[NH:7][C:8]1[CH:13]=[C:12]([N:14]2[CH2:18][CH2:17][CH2:16][CH2:15]2)[C:11]([C:19]#[N:20])=[CH:10][C:9]=1[NH2:21])([CH3:4])([CH3:3])[CH3:2].C([O:27][C:28](=O)[CH2:29][C:30]([C:32]1[CH:37]=[CH:36][CH:35]=[C:34]([C:38]2[O:42][N:41]=[C:40]([CH3:43])[CH:39]=2)[CH:33]=1)=[O:31])(C)(C)C. (7) Given the product [CH2:30]([Si:32]([CH3:38])([CH3:37])[CH2:33][C:34]([NH:10]/[N:9]=[C:11]1\[NH:12][CH:13]=[CH:14][C:15]([C:17]2[CH:22]=[CH:21][N:20]=[C:19]([NH:23][C:24]3[N:28]([CH3:29])[N:27]=[CH:26][CH:25]=3)[N:18]=2)=[CH:16]\1)=[O:35])[CH3:31], predict the reactants needed to synthesize it. The reactants are: ClC1C=CC=C[N+]=1C.[N:9](=[C:11]1/[NH:12][CH:13]=[CH:14][C:15]([C:17]2[CH:22]=[CH:21][N:20]=[C:19]([NH:23][C:24]3[N:28]([CH3:29])[N:27]=[CH:26][CH:25]=3)[N:18]=2)=[CH:16]/1)/[NH2:10].[CH2:30]([Si:32]([CH3:38])([CH3:37])[CH2:33][C:34](O)=[O:35])[CH3:31].C(N(CCCC)CCCC)CCC. (8) The reactants are: [Br:1][C:2]1[C:11]2[C:6](=[CH:7][C:8]([F:13])=[CH:9][C:10]=2[F:12])[N:5]=[C:4]([N:14]2[CH2:19][CH2:18][NH:17][C:16](=[O:20])[CH2:15]2)[C:3]=1[CH3:21].[H-].[Na+].I[CH2:25][CH2:26][CH3:27]. Given the product [Br:1][C:2]1[C:11]2[C:6](=[CH:7][C:8]([F:13])=[CH:9][C:10]=2[F:12])[N:5]=[C:4]([N:14]2[CH2:19][CH2:18][N:17]([CH2:25][CH2:26][CH3:27])[C:16](=[O:20])[CH2:15]2)[C:3]=1[CH3:21], predict the reactants needed to synthesize it.